Binary Classification. Given a miRNA mature sequence and a target amino acid sequence, predict their likelihood of interaction. From a dataset of Experimentally validated miRNA-target interactions with 360,000+ pairs, plus equal number of negative samples. (1) The miRNA is hsa-miR-548q with sequence GCUGGUGCAAAAGUAAUGGCGG. The protein sequence of the target gene is MRLLVAPLLLAWVAGATAAVPVVPWHVPCPPQCACQIRPWYTPRSSYREATTVDCNDLFLTAVPPALPAGTQTLLLQSNSIVRVDQSELGYLANLTELDLSQNSFSDARDCDFHALPQLLSLHLEENQLTRLEDHSFAGLASLQELYLNHNQLYRIAPRAFSGLSNLLRLHLNSNLLRAIDSRWFEMLPNLEILMIGGNKVDAILDMNFRPLANLRSLVLAGMNLREISDYALEGLQSLESLSFYDNQLARVPRRALEQVPGLKFLDLNKNPLQRVGPGDFANMLHLKELGLNNMEELVS.... Result: 0 (no interaction). (2) The miRNA is mmu-miR-466m-3p with sequence UACAUACACACAUACACACGCA. The protein sequence of the target gene is MASELCKTISVARLEKHKNLFLNYRNLHHFPLELLKDEGLQYLERLYMKRNSLTSLPENLAQKLPNLVELYLHSNNIVVVPEAIGSLVKLQCLDLSDNALEIVCPEIGRLRALRHLRLANNQLQFLPPEVGDLKELQTLDISTNRLLTLPERLHMCLSLQYLTVDRNRLWYVPRHLCQLPSLNELSMAGNRLAFLPLDLGRSRELQYVYVDNNIHLKGLPSYLYNKVIGCSGCGAPIQVSEVKLLSFSSGQRTVFLPAEVKAIGTEHDHVLPLQELAMRGLYHTYHSLLKDLNFLSPISL.... Result: 0 (no interaction). (3) The miRNA is hsa-miR-129-5p with sequence CUUUUUGCGGUCUGGGCUUGC. The protein sequence of the target gene is MEGRPPPEGRPPPRPRTGRAPRGRRRAVFAAVLHWSHITHLFENDRHFSHLSTLEREMAFRTEMGLYYSYFKTIVEAPSFLNGVWMIMNDKLTEYPLVINTLKRFNLYPEVILASWYRIYTKIMDLIGIQTKICWTVTRGEGLSPIESCEGLGDPACFYVAVIFILNGLMMALFFIYGTYLSGSRLGGLVTVLCFFFNHGECTRVMWTPPLRESFSYPFLVLQMLLVTHILRATKLYRGSLIALCISNVFFMLPWQFAQFVLLTQIASLFAVYVVGYIDICKLRKIIYIHMISLALCFVL.... Result: 1 (interaction). (4) The miRNA is hsa-miR-6848-3p with sequence GUGGUCUCUUGGCCCCCAG. The protein sequence of the target gene is MKRASSGGSRLLAWVLWLQAWRVATPCPGACVCYNEPKVTTSCPQQGLQAVPTGIPASSQRIFLHGNRISHVPAASFQSCRNLTILWLHSNALARIDAAAFTGLTLLEQLDLSDNAQLHVVDPTTFHGLGHLHTLHLDRCGLRELGPGLFRGLAALQYLYLQDNNLQALPDNTFRDLGNLTHLFLHGNRIPSVPEHAFRGLHSLDRLLLHQNHVARVHPHAFRDLGRLMTLYLFANNLSMLPAEVLMPLRSLQYLRLNDNPWVCDCRARPLWAWLQKFRGSSSEVPCNLPQRLADRDLKR.... Result: 0 (no interaction). (5) The miRNA is rno-miR-181c-5p with sequence AACAUUCAACCUGUCGGUGAGU. Result: 0 (no interaction). The protein sequence of the target gene is MDPTVVLITGCSSGIGMHLAVRLASDRSQSFKVYATLRDLKAQGPLLEAARTQGCPPGSLEILELDVRDSKSVAAAQACVTEGRVDVLVCNAGRGLFGPLEAHELNAVGAVLDVNVLGTIRMLQAFLPDMKRRHSGRVLVTASVGGLMGLPFHEVYCASKFALEGLCESLAILLPLFGVHVSLIECGAVHTAFYEKLVGGPGGALERADAQTRHLFAHYLRGYEQALSEAQDPEEVTELFLTAMRAPQPALRYFSTNRFLPLARMRTEDPSGSSYVAAMHQEAFSNLQTQENAKAGAQVP.... (6) The protein sequence of the target gene is MPNEGIPHSSQTQEQDCLQSQPVSNNEEMAIKQESGGDGEVEEYLSFRSVGDGLSTSAVGCASAAPRRGPALLHIDRHQIQAVEPSAQALELQGLGVDVYDQDVLEQGVLQQVDNAIHEASRASQLVDVEKEYRSVLDDLTSCTTSLRQINKIIEQLSPQAATSRDINRKLDSVKRQKYNKEQQLKKITAKQKHLQAILGGAEVKIELDHASLEEDAEPGPSSLGSMLMPVQETAWEELIRTGQMTPFGTQIPQKQEKKPRKIMLNEASGFEKYLADQAKLSFERKKQGCNKRAARKAPA.... Result: 0 (no interaction). The miRNA is hsa-miR-15a-5p with sequence UAGCAGCACAUAAUGGUUUGUG.